Dataset: Full USPTO retrosynthesis dataset with 1.9M reactions from patents (1976-2016). Task: Predict the reactants needed to synthesize the given product. (1) Given the product [OH:28][NH:27][C:23]([C:21]1[CH:20]=[CH:19][C:7]2[CH2:8][N:9]([C:11]([CH:13]3[CH2:18][CH2:17][O:16][CH2:15][CH2:14]3)=[O:12])[CH2:10][C@@H:4]([CH:1]([CH3:3])[CH3:2])[O:5][C:6]=2[CH:22]=1)=[O:25], predict the reactants needed to synthesize it. The reactants are: [CH:1]([C@@H:4]1[CH2:10][N:9]([C:11]([CH:13]2[CH2:18][CH2:17][O:16][CH2:15][CH2:14]2)=[O:12])[CH2:8][C:7]2[CH:19]=[CH:20][C:21]([C:23]([O:25]C)=O)=[CH:22][C:6]=2[O:5]1)([CH3:3])[CH3:2].[NH2:27][OH:28].[OH-].[Na+]. (2) The reactants are: [Cl:1][C:2]1[CH:7]=[CH:6][C:5]([CH:8]2[C:13]3[N:14]4[N:19]=[C:18]([CH3:20])[S:17][C:15]4=[N:16][C:12]=3[CH2:11][CH2:10][N:9]2[C:21](=[O:32])[CH2:22][O:23][C:24]2[C:25]([Cl:31])=[N:26][C:27](I)=[CH:28][CH:29]=2)=[C:4]([F:33])[CH:3]=1.[F:34][C:35]1([F:39])[CH2:38][NH:37][CH2:36]1. Given the product [Cl:1][C:2]1[CH:7]=[CH:6][C:5]([CH:8]2[C:13]3[N:14]4[N:19]=[C:18]([CH3:20])[S:17][C:15]4=[N:16][C:12]=3[CH2:11][CH2:10][N:9]2[C:21](=[O:32])[CH2:22][O:23][C:24]2[C:25]([Cl:31])=[N:26][C:27]([N:37]3[CH2:38][C:35]([F:39])([F:34])[CH2:36]3)=[CH:28][CH:29]=2)=[C:4]([F:33])[CH:3]=1, predict the reactants needed to synthesize it. (3) The reactants are: C[O:2][C:3](=[O:25])[CH2:4][O:5][C:6]1[C:7]([Br:24])=[CH:8][C:9]2[O:13][C:12]([C:14](=[O:21])[C:15]3[CH:20]=[CH:19][CH:18]=[CH:17][CH:16]=3)=[CH:11][C:10]=2[C:22]=1[Br:23].[K+].[Br-]. Given the product [C:14]([C:12]1[O:13][C:9]2[CH:8]=[C:7]([Br:24])[C:6]([O:5][CH2:4][C:3]([OH:25])=[O:2])=[C:22]([Br:23])[C:10]=2[CH:11]=1)(=[O:21])[C:15]1[CH:16]=[CH:17][CH:18]=[CH:19][CH:20]=1, predict the reactants needed to synthesize it. (4) Given the product [N:1]1[CH:6]=[CH:5][CH:4]=[CH:3][C:2]=1[CH:7]([CH2:11][CH:12]1[CH2:17][CH2:16][O:15][CH2:14][CH2:13]1)[C:8]#[N:9], predict the reactants needed to synthesize it. The reactants are: [N:1]1[CH:6]=[CH:5][CH:4]=[CH:3][C:2]=1[CH2:7][C:8]#[N:9].Br[CH2:11][CH:12]1[CH2:17][CH2:16][O:15][CH2:14][CH2:13]1. (5) Given the product [O:28]1[CH2:29][CH2:30][CH:25]([NH:24][C:21]([C:18]2[CH:17]=[N:16][C:15]([O:14][CH2:13][C:3]3[C:4]([C:7]4[CH:8]=[CH:9][CH:10]=[CH:11][CH:12]=4)=[N:5][O:6][C:2]=3[CH3:1])=[CH:20][N:19]=2)=[O:23])[CH2:26][CH2:27]1, predict the reactants needed to synthesize it. The reactants are: [CH3:1][C:2]1[O:6][N:5]=[C:4]([C:7]2[CH:12]=[CH:11][CH:10]=[CH:9][CH:8]=2)[C:3]=1[CH2:13][O:14][C:15]1[N:16]=[CH:17][C:18]([C:21]([OH:23])=O)=[N:19][CH:20]=1.[NH2:24][CH:25]1[CH2:30][CH2:29][O:28][CH2:27][CH2:26]1.